This data is from Forward reaction prediction with 1.9M reactions from USPTO patents (1976-2016). The task is: Predict the product of the given reaction. (1) The product is: [Cl:1][C:2]1[CH:7]=[CH:6][CH:5]=[C:4]([Cl:8])[C:3]=1[N:9]1[C:13](=[O:14])[C:12]([C:15]([O:17][CH2:18][CH3:19])=[O:16])=[CH:11][N:10]1[CH3:21]. Given the reactants [Cl:1][C:2]1[CH:7]=[CH:6][CH:5]=[C:4]([Cl:8])[C:3]=1[N:9]1[C:13](=[O:14])[C:12]([C:15]([O:17][CH2:18][CH3:19])=[O:16])=[CH:11][NH:10]1.F[C:21](F)(F)S(OC)(=O)=O, predict the reaction product. (2) Given the reactants Cl[C:2]1[N:3]=[C:4]([N:19]2[CH2:24][CH2:23][O:22][CH2:21][CH2:20]2)[C:5]2[N:11]=[C:10]([CH2:12][N:13]3[CH2:18][CH2:17][O:16][CH2:15][CH2:14]3)[CH:9]=[CH:8][C:6]=2[N:7]=1.[Si]([N:32]1[C:40]2[C:35](=[C:36](B3OC(C)(C)C(C)(C)O3)[C:37]([F:41])=[CH:38][CH:39]=2)[CH:34]=[CH:33]1)(C(C)(C)C)(C)C, predict the reaction product. The product is: [F:41][C:37]1[C:36]([C:2]2[N:3]=[C:4]([N:19]3[CH2:24][CH2:23][O:22][CH2:21][CH2:20]3)[C:5]3[N:11]=[C:10]([CH2:12][N:13]4[CH2:18][CH2:17][O:16][CH2:15][CH2:14]4)[CH:9]=[CH:8][C:6]=3[N:7]=2)=[C:35]2[C:40](=[CH:39][CH:38]=1)[NH:32][CH:33]=[CH:34]2. (3) The product is: [CH3:1][C:2]1[CH:7]=[C:6]([N:8]2[CH2:12][CH2:11][CH:10]([N:13]3[CH2:17][CH2:16][CH2:15][CH:14]3[CH3:18])[CH2:9]2)[CH:5]=[CH:4][C:3]=1[NH:19][C:30]([C:28]1[O:29][C:25]2[CH2:24][CH2:23][CH2:22][C:21](=[O:20])[C:26]=2[CH:27]=1)=[O:31]. Given the reactants [CH3:1][C:2]1[CH:7]=[C:6]([N:8]2[CH2:12][CH2:11][CH:10]([N:13]3[CH2:17][CH2:16][CH2:15][CH:14]3[CH3:18])[CH2:9]2)[CH:5]=[CH:4][C:3]=1[NH2:19].[O:20]=[C:21]1[C:26]2[CH:27]=[C:28]([C:30](O)=[O:31])[O:29][C:25]=2[CH2:24][CH2:23][CH2:22]1, predict the reaction product. (4) Given the reactants [CH2:1]([NH:3][C:4]1[CH:9]=[C:8]([C:10]2[CH:14]=[CH:13][O:12][CH:11]=2)[CH:7]=[CH:6][C:5]=1[CH3:15])[CH3:2].[Cl:16][C:17]1[CH:22]=[CH:21][C:20]([NH:23][C:24](=[O:31])[CH2:25][S:26][CH2:27][C:28]([OH:30])=O)=[C:19]([C:32]([O:34]C)=[O:33])[CH:18]=1, predict the reaction product. The product is: [Cl:16][C:17]1[CH:22]=[CH:21][C:20]([NH:23][C:24](=[O:31])[CH2:25][S:26][CH2:27][C:28]([N:3]([CH2:1][CH3:2])[C:4]2[CH:9]=[C:8]([C:10]3[CH:14]=[CH:13][O:12][CH:11]=3)[CH:7]=[CH:6][C:5]=2[CH3:15])=[O:30])=[C:19]([CH:18]=1)[C:32]([OH:34])=[O:33]. (5) Given the reactants [F:1][C:2]1[CH:14]=[CH:13][CH:12]=[C:11](I)[C:3]=1[C:4]([O:6][C:7]([CH3:10])([CH3:9])[CH3:8])=[O:5].[CH3:16][C:17]1([CH3:24])[C:21]([CH3:23])([CH3:22])[O:20][BH:19][O:18]1, predict the reaction product. The product is: [F:1][C:2]1[CH:14]=[CH:13][CH:12]=[C:11]([B:19]2[O:20][C:21]([CH3:23])([CH3:22])[C:17]([CH3:24])([CH3:16])[O:18]2)[C:3]=1[C:4]([O:6][C:7]([CH3:10])([CH3:9])[CH3:8])=[O:5]. (6) Given the reactants CN(C(ON1N=NC2C=CC=CC1=2)=[N+](C)C)C.[B-](F)(F)(F)F.C(N(CC)CC)C.[O:30]=[C:31]1[N:37]([CH:38]2[CH2:43][CH2:42][N:41]([C:44]([O:46][C@@H:47]([C:61]([OH:63])=O)[CH2:48][C:49]3[CH:54]=[C:53]([C:55]([F:58])([F:57])[F:56])[C:52]([NH2:59])=[C:51]([Cl:60])[CH:50]=3)=[O:45])[CH2:40][CH2:39]2)[CH2:36][CH2:35][C:34]2[CH:64]=[CH:65][CH:66]=[CH:67][C:33]=2[NH:32]1.[NH:68]1[CH2:73][CH2:72][CH:71]([N:74]2[CH2:78][CH2:77][CH2:76][C@@H:75]2[C:79]([O:81][CH2:82][CH3:83])=[O:80])[CH2:70][CH2:69]1, predict the reaction product. The product is: [O:30]=[C:31]1[N:37]([CH:38]2[CH2:39][CH2:40][N:41]([C:44]([O:46][C@H:47]([CH2:48][C:49]3[CH:54]=[C:53]([C:55]([F:57])([F:58])[F:56])[C:52]([NH2:59])=[C:51]([Cl:60])[CH:50]=3)[C:61]([N:68]3[CH2:69][CH2:70][CH:71]([N:74]4[CH2:78][CH2:77][CH2:76][C@@H:75]4[C:79]([O:81][CH2:82][CH3:83])=[O:80])[CH2:72][CH2:73]3)=[O:63])=[O:45])[CH2:42][CH2:43]2)[CH2:36][CH2:35][C:34]2[CH:64]=[CH:65][CH:66]=[CH:67][C:33]=2[NH:32]1. (7) Given the reactants Br[C:2]1[CH:7]=[CH:6][C:5]([N+:8]([O-:10])=[O:9])=[CH:4][CH:3]=1.[F:11][C:12]([F:23])([F:22])[C:13]1[CH:18]=[CH:17][C:16](B(O)O)=[CH:15][CH:14]=1.C(=O)(O)[O-].[Na+], predict the reaction product. The product is: [N+:8]([C:5]1[CH:6]=[CH:7][C:2]([C:16]2[CH:17]=[CH:18][C:13]([C:12]([F:23])([F:22])[F:11])=[CH:14][CH:15]=2)=[CH:3][CH:4]=1)([O-:10])=[O:9].